Dataset: Full USPTO retrosynthesis dataset with 1.9M reactions from patents (1976-2016). Task: Predict the reactants needed to synthesize the given product. (1) Given the product [F:11][C:12]1[CH:13]=[C:14]([NH:15][C:2]2[C:7]([N+:8]([O-:10])=[O:9])=[CH:6][CH:5]=[CH:4][N:3]=2)[CH:16]=[CH:17][C:18]=1[CH3:19], predict the reactants needed to synthesize it. The reactants are: Cl[C:2]1[C:7]([N+:8]([O-:10])=[O:9])=[CH:6][CH:5]=[CH:4][N:3]=1.[F:11][C:12]1[CH:13]=[C:14]([CH:16]=[CH:17][C:18]=1[CH3:19])[NH2:15].Cl.O. (2) Given the product [CH3:1][N:2]([C:29]([O:31][C:32]([CH3:35])([CH3:34])[CH3:33])=[O:30])[CH:3]([CH2:5]/[CH:6]=[CH:7]/[C:8]1[CH:9]=[N:10][CH:11]=[CH:12][CH:13]=1)[CH3:4], predict the reactants needed to synthesize it. The reactants are: [CH3:1][NH:2][CH:3]([CH2:5]/[CH:6]=[CH:7]/[C:8]1[CH:9]=[N:10][CH:11]=[CH:12][CH:13]=1)[CH3:4].[Na].C(C1C=CC=CC=1)(=O)C1C=CC=CC=1.[C:29](O[C:29]([O:31][C:32]([CH3:35])([CH3:34])[CH3:33])=[O:30])([O:31][C:32]([CH3:35])([CH3:34])[CH3:33])=[O:30]. (3) Given the product [CH3:26][N:25]([CH3:27])[CH2:24][CH2:23][NH:22][S:19]([C:16]1[CH:17]=[CH:18][C:13]([CH:11]=[O:28])=[CH:14][CH:15]=1)(=[O:21])=[O:20], predict the reactants needed to synthesize it. The reactants are: [H-].C([Al+]CC(C)C)C(C)C.[C:11]([C:13]1[CH:18]=[CH:17][C:16]([S:19]([NH:22][CH2:23][CH2:24][N:25]([CH3:27])[CH3:26])(=[O:21])=[O:20])=[CH:15][CH:14]=1)#N.[OH:28]S(O)(=O)=O.C([O-])(O)=O.[Na+]. (4) Given the product [C:72]([O:76][C:77]([NH:78][CH2:79][C:80]1[CH:84]=[N:83][N:82]([CH2:85][C@@H:86]2[C@H:89]([NH:90][C:23](=[O:24])/[C:22](=[N:21]\[O:20][C:17]3([C:15]([O:14][CH:1]([C:2]4[CH:3]=[CH:4][CH:5]=[CH:6][CH:7]=4)[C:8]4[CH:9]=[CH:10][CH:11]=[CH:12][CH:13]=4)=[O:16])[CH2:19][CH2:18]3)/[C:26]3[N:27]=[C:28]([NH:31][C:32]([O:34][C:35]([CH3:38])([CH3:36])[CH3:37])=[O:33])[S:29][CH:30]=3)[C:88](=[O:91])[NH:87]2)[N:81]=1)=[O:92])([CH3:75])([CH3:73])[CH3:74], predict the reactants needed to synthesize it. The reactants are: [CH:1]([O:14][C:15]([C:17]1([O:20]/[N:21]=[C:22](/[C:26]2[N:27]=[C:28]([NH:31][C:32]([O:34][C:35]([CH3:38])([CH3:37])[CH3:36])=[O:33])[S:29][CH:30]=2)\[C:23](O)=[O:24])[CH2:19][CH2:18]1)=[O:16])([C:8]1[CH:13]=[CH:12][CH:11]=[CH:10][CH:9]=1)[C:2]1[CH:7]=[CH:6][CH:5]=[CH:4][CH:3]=1.CCN(C(C)C)C(C)C.CN(C(ON1N=NC2C=CC=NC1=2)=[N+](C)C)C.F[P-](F)(F)(F)(F)F.[C:72]([O:76][C:77](=[O:92])[NH:78][CH2:79][C:80]1[CH:84]=[N:83][N:82]([CH2:85][C@@H:86]2[C@H:89]([NH2:90])[C:88](=[O:91])[NH:87]2)[N:81]=1)([CH3:75])([CH3:74])[CH3:73]. (5) Given the product [CH:1]1([CH2:7][C@@H:8]([N:24]([CH3:25])[C:39]([CH:33]2[CH2:38][CH2:37][CH2:36][CH2:35][CH2:34]2)=[O:40])[CH2:9][N:10]2[CH2:15][CH2:14][N:13]([C:16]3[CH:21]=[CH:20][CH:19]=[CH:18][C:17]=3[O:22][CH3:23])[CH2:12][CH2:11]2)[CH2:2][CH2:3][CH2:4][CH2:5][CH2:6]1, predict the reactants needed to synthesize it. The reactants are: [CH:1]1([CH2:7][C@@H:8]([NH:24][CH3:25])[CH2:9][N:10]2[CH2:15][CH2:14][N:13]([C:16]3[CH:21]=[CH:20][CH:19]=[CH:18][C:17]=3[O:22][CH3:23])[CH2:12][CH2:11]2)[CH2:6][CH2:5][CH2:4][CH2:3][CH2:2]1.C(N(CC)CC)C.[CH:33]1([C:39](Cl)=[O:40])[CH2:38][CH2:37][CH2:36][CH2:35][CH2:34]1. (6) Given the product [Cl:20][C:21]1[CH:26]=[CH:25][C:24]([C:27]2[CH2:32][CH2:31][N:30]([C:8]([C:7]3[CH:11]=[C:12]([S:15]([CH3:18])(=[O:17])=[O:16])[CH:13]=[CH:14][C:6]=3[O:5][CH2:4][CH:1]3[CH2:2][CH2:3]3)=[O:10])[CH2:29][CH:28]=2)=[CH:23][CH:22]=1, predict the reactants needed to synthesize it. The reactants are: [CH:1]1([CH2:4][O:5][C:6]2[CH:14]=[CH:13][C:12]([S:15]([CH3:18])(=[O:17])=[O:16])=[CH:11][C:7]=2[C:8]([OH:10])=O)[CH2:3][CH2:2]1.Cl.[Cl:20][C:21]1[CH:26]=[CH:25][C:24]([C:27]2[CH2:28][CH2:29][NH:30][CH2:31][CH:32]=2)=[CH:23][CH:22]=1. (7) Given the product [C:21]1([C:2]2[C:3]3[CH:10]=[CH:9][N:8]([S:11]([C:14]4[CH:20]=[CH:19][C:17]([CH3:18])=[CH:16][CH:15]=4)(=[O:13])=[O:12])[C:4]=3[N:5]=[CH:6][N:7]=2)[CH2:25][CH2:24][CH2:23][CH:22]=1, predict the reactants needed to synthesize it. The reactants are: Cl[C:2]1[C:3]2[CH:10]=[CH:9][N:8]([S:11]([C:14]3[CH:20]=[CH:19][C:17]([CH3:18])=[CH:16][CH:15]=3)(=[O:13])=[O:12])[C:4]=2[N:5]=[CH:6][N:7]=1.[C:21]1(B(O)O)[CH2:25][CH2:24][CH2:23][CH:22]=1.CC([O-])=O.[K+].